From a dataset of Reaction yield outcomes from USPTO patents with 853,638 reactions. Predict the reaction yield, written as a fraction of the theoretical maximum amount of product (1.0 means a 100% yield; for example, 0.34 means a 34% yield). (1) The reactants are Cl.[F:2][C:3]([F:16])([F:15])[CH2:4][O:5][C:6]1[N:11]=[CH:10][C:9]([CH:12]([NH2:14])[CH3:13])=[CH:8][CH:7]=1.[Cl:17][C:18]1[N:23]=[C:22]([C:24](O)=[O:25])[CH:21]=[C:20]([CH3:27])[N:19]=1. No catalyst specified. The product is [Cl:17][C:18]1[N:23]=[C:22]([C:24]([NH:14][CH:12]([C:9]2[CH:10]=[N:11][C:6]([O:5][CH2:4][C:3]([F:2])([F:15])[F:16])=[CH:7][CH:8]=2)[CH3:13])=[O:25])[CH:21]=[C:20]([CH3:27])[N:19]=1. The yield is 0.740. (2) The reactants are [Cl:1][C:2]1[CH:7]=[C:6]([Cl:8])[CH:5]=[C:4]([Cl:9])[C:3]=1[N:10]1[C:14]2=[N:15][C:16]([CH2:20][C:21]3[CH:26]=[CH:25][C:24]([NH:27][S:28]([CH:31]=[CH2:32])(=[O:30])=[O:29])=[CH:23][CH:22]=3)=[N:17][C:18](=[O:19])[C:13]2=[C:12]([CH:33]([CH3:35])[CH3:34])[NH:11]1.[CH2:36]([NH:38][CH2:39]C)C. The catalyst is C1COCC1. The product is [Cl:1][C:2]1[CH:7]=[C:6]([Cl:8])[CH:5]=[C:4]([Cl:9])[C:3]=1[N:10]1[C:14]2=[N:15][C:16]([CH2:20][C:21]3[CH:22]=[CH:23][C:24]([NH:27][S:28]([CH:31]=[CH:32][N:38]([CH3:39])[CH3:36])(=[O:30])=[O:29])=[CH:25][CH:26]=3)=[N:17][C:18](=[O:19])[C:13]2=[C:12]([CH:33]([CH3:35])[CH3:34])[NH:11]1. The yield is 1.00. (3) The reactants are [H-].[Na+].[I-].[CH3:4][S+](C)(C)=O.[Cl:9][C:10]1[CH:11]=[C:12]([CH:28]=[CH:29][CH:30]=1)[C:13]([C@@H:15]1[CH2:20][CH2:19][CH2:18][N:17]([C:21]([O:23][C:24]([CH3:27])([CH3:26])[CH3:25])=[O:22])[CH2:16]1)=[O:14]. The catalyst is C1COCC1. The product is [Cl:9][C:10]1[CH:11]=[C:12]([C:13]2([C@@H:15]3[CH2:20][CH2:19][CH2:18][N:17]([C:21]([O:23][C:24]([CH3:26])([CH3:27])[CH3:25])=[O:22])[CH2:16]3)[CH2:4][O:14]2)[CH:28]=[CH:29][CH:30]=1. The yield is 0.990. (4) The reactants are [C:1]([O:4][C@@H:5]1[C@@H:10]([O:11][C:12](=[O:14])[CH3:13])[C@@H:9]([O:15][C:16](=[O:18])[CH3:17])[C@@H:8]([CH2:19][O:20][C:21](=[O:23])[CH3:22])[O:7][C@@H:6]1Br)(=[O:3])[CH3:2].[C:25]1([S:31]([O-:34])(=[O:33])=[S:32])[CH:30]=[CH:29][CH:28]=[CH:27][CH:26]=1.[Na+].C(OCC)(=O)C. The catalyst is C(#N)C.[Br-].C([N+](CCCC)(CCCC)CCCC)CCC. The product is [C:25]1([S:31]([O:34][C@@H:6]2[O:7][C@H:8]([CH2:19][O:20][C:21](=[O:23])[CH3:22])[C@H:9]([O:15][C:16](=[O:18])[CH3:17])[C@H:10]([O:11][C:12](=[O:14])[CH3:13])[C@H:5]2[O:4][C:1](=[O:3])[CH3:2])(=[O:33])=[S:32])[CH:30]=[CH:29][CH:28]=[CH:27][CH:26]=1. The yield is 0.650. (5) The reactants are [N-:1]=[N+:2]=[N-:3].[Na+].[S:5]([O:15][CH2:16][CH2:17][O:18][CH2:19][CH2:20]OS(C1C=CC(C)=CC=1)(=O)=O)([C:8]1[CH:14]=[CH:13][C:11]([CH3:12])=[CH:10][CH:9]=1)(=[O:7])=[O:6].O. The catalyst is CN(C=O)C. The product is [C:11]1([CH3:12])[CH:10]=[CH:9][C:8]([S:5]([O:15][CH2:16][CH2:17][O:18][CH2:19][CH2:20][N:1]=[N+:2]=[N-:3])(=[O:6])=[O:7])=[CH:14][CH:13]=1. The yield is 0.160.